This data is from Peptide-MHC class I binding affinity with 185,985 pairs from IEDB/IMGT. The task is: Regression. Given a peptide amino acid sequence and an MHC pseudo amino acid sequence, predict their binding affinity value. This is MHC class I binding data. (1) The peptide sequence is AQNAISTTF. The MHC is HLA-A30:01 with pseudo-sequence HLA-A30:01. The binding affinity (normalized) is 0.0847. (2) The peptide sequence is YLFFDFLLV. The MHC is HLA-A02:06 with pseudo-sequence HLA-A02:06. The binding affinity (normalized) is 1.00. (3) The peptide sequence is EAAAATCALV. The MHC is HLA-A02:06 with pseudo-sequence HLA-A02:06. The binding affinity (normalized) is 0.621. (4) The peptide sequence is KYLKYKTKDL. The MHC is Mamu-B03 with pseudo-sequence Mamu-B03. The binding affinity (normalized) is 0.0801.